From a dataset of Catalyst prediction with 721,799 reactions and 888 catalyst types from USPTO. Predict which catalyst facilitates the given reaction. (1) Reactant: [C:1]([C:5]1[CH:10]=[CH:9][C:8]([NH:11][C:12]2[C:21]3[C:16](=[CH:17][CH:18]=[CH:19][CH:20]=3)[N:15]=[C:14]([C:22]3[CH:27]=[CH:26][C:25]([F:28])=[C:24]([F:29])[CH:23]=3)[N:13]=2)=[CH:7][CH:6]=1)([CH3:4])([CH3:3])[CH3:2].[CH3:30]I.[H-].[Na+]. Product: [C:1]([C:5]1[CH:6]=[CH:7][C:8]([N:11]([CH3:30])[C:12]2[C:21]3[C:16](=[CH:17][CH:18]=[CH:19][CH:20]=3)[N:15]=[C:14]([C:22]3[CH:27]=[CH:26][C:25]([F:28])=[C:24]([F:29])[CH:23]=3)[N:13]=2)=[CH:9][CH:10]=1)([CH3:4])([CH3:2])[CH3:3]. The catalyst class is: 1. (2) Reactant: [H-].[Na+].[OH:3][C:4]1[CH:5]=[CH:6][CH:7]=[C:8]2[C:13]=1[N:12]=[CH:11][CH:10]=[CH:9]2.[CH2:14](Br)[CH:15]=[CH2:16]. Product: [CH2:16]([O:3][C:4]1[CH:5]=[CH:6][CH:7]=[C:8]2[C:13]=1[N:12]=[CH:11][CH:10]=[CH:9]2)[CH:15]=[CH2:14]. The catalyst class is: 3. (3) Reactant: [Cl:1][C:2]1[CH:3]=[C:4]([C@H:8]([O:35][CH2:36][CH2:37][NH:38][C:39]([O:41][CH3:42])=[O:40])[C@@H:9]2[CH2:14][CH2:13][CH2:12][N:11]([C:15]([O:17][CH2:18][C@@H:19]([NH:27]C(OC(C)(C)C)=O)[CH2:20][C@H:21]3[CH2:26][CH2:25][CH2:24][O:23][CH2:22]3)=[O:16])[CH2:10]2)[CH:5]=[CH:6][CH:7]=1. Product: [Cl:1][C:2]1[CH:3]=[C:4]([C@H:8]([O:35][CH2:36][CH2:37][NH:38][C:39]([O:41][CH3:42])=[O:40])[C@@H:9]2[CH2:14][CH2:13][CH2:12][N:11]([C:15]([O:17][CH2:18][C@@H:19]([NH2:27])[CH2:20][C@H:21]3[CH2:26][CH2:25][CH2:24][O:23][CH2:22]3)=[O:16])[CH2:10]2)[CH:5]=[CH:6][CH:7]=1. The catalyst class is: 10. (4) Product: [CH3:31][O:32][CH2:33][C:34]([NH:1][C:2]1[CH:7]=[CH:6][C:5]([C:8]2[N:9]=[C:10]([CH2:13][N:14]3[CH:18]=[C:17]([C:19]([O:21][CH2:22][CH3:23])=[O:20])[CH:16]=[N:15]3)[S:11][CH:12]=2)=[CH:4][CH:3]=1)=[O:35]. Reactant: [NH2:1][C:2]1[CH:7]=[CH:6][C:5]([C:8]2[N:9]=[C:10]([CH2:13][N:14]3[CH:18]=[C:17]([C:19]([O:21][CH2:22][CH3:23])=[O:20])[CH:16]=[N:15]3)[S:11][CH:12]=2)=[CH:4][CH:3]=1.C(N(CC)CC)C.[CH3:31][O:32][CH2:33][C:34](Cl)=[O:35]. The catalyst class is: 7. (5) Reactant: Cl[C:2]1[S:9][C:8]2[CH:7]=[C:6]([C:10](N[C@@H]3CC4C(=CC=CC=4)[C@H]3NC=O)=[O:11])[NH:5][C:4]=2[C:3]=1[Cl:25].[OH-:26].[Li+]. Product: [C:10]([C:6]1[NH:5][C:4]2[C:3]([Cl:25])=[CH:2][S:9][C:8]=2[CH:7]=1)([OH:11])=[O:26]. The catalyst class is: 5. (6) Reactant: [S-2:1].[Na+].[Na+].Cl[C:5]1[CH:20]=[CH:19][C:18]([N+:21]([O-:23])=[O:22])=[CH:17][C:6]=1[CH2:7][N:8]([CH3:16])[C:9](=[O:15])[O:10][C:11]([CH3:14])([CH3:13])[CH3:12].C(O)(=O)CC(CC(O)=O)(C(O)=O)O. Product: [SH:1][C:5]1[CH:20]=[CH:19][C:18]([N+:21]([O-:23])=[O:22])=[CH:17][C:6]=1[CH2:7][N:8]([CH3:16])[C:9](=[O:15])[O:10][C:11]([CH3:14])([CH3:13])[CH3:12]. The catalyst class is: 16.